From a dataset of Blood-brain barrier permeability classification from the B3DB database. Regression/Classification. Given a drug SMILES string, predict its absorption, distribution, metabolism, or excretion properties. Task type varies by dataset: regression for continuous measurements (e.g., permeability, clearance, half-life) or binary classification for categorical outcomes (e.g., BBB penetration, CYP inhibition). Dataset: b3db_classification. The drug is CCN1CN(c2ccccc2)C2(CCN(CCCC(=O)c3ccc(F)cc3)CC2)C1=O. The result is 1 (penetrates BBB).